From a dataset of TCR-epitope binding with 47,182 pairs between 192 epitopes and 23,139 TCRs. Binary Classification. Given a T-cell receptor sequence (or CDR3 region) and an epitope sequence, predict whether binding occurs between them. (1) The epitope is YSEHPTFTSQY. The TCR CDR3 sequence is CASSSQRESSDTQYF. Result: 1 (the TCR binds to the epitope). (2) Result: 0 (the TCR does not bind to the epitope). The epitope is VLAWLYAAV. The TCR CDR3 sequence is CAGSLSWGGFYNEQFF. (3) The epitope is NQKLIANQF. The TCR CDR3 sequence is CASSLSSGEYNEQFF. Result: 1 (the TCR binds to the epitope). (4) The epitope is LPRRSGAAGA. The TCR CDR3 sequence is CASSLEGDQPQHF. Result: 1 (the TCR binds to the epitope).